This data is from Peptide-MHC class I binding affinity with 185,985 pairs from IEDB/IMGT. The task is: Regression. Given a peptide amino acid sequence and an MHC pseudo amino acid sequence, predict their binding affinity value. This is MHC class I binding data. (1) The peptide sequence is VLEGFEGDL. The MHC is HLA-A02:11 with pseudo-sequence HLA-A02:11. The binding affinity (normalized) is 0.361. (2) The peptide sequence is INPNMSCDD. The MHC is H-2-Db with pseudo-sequence H-2-Db. The binding affinity (normalized) is 0. (3) The MHC is HLA-C04:01 with pseudo-sequence HLA-C04:01. The binding affinity (normalized) is 0.213. The peptide sequence is FTASVSTVV. (4) The binding affinity (normalized) is 0.106. The MHC is HLA-B38:01 with pseudo-sequence HLA-B38:01. The peptide sequence is NHINVELSE. (5) The peptide sequence is MHDKKIDIL. The MHC is Mamu-B17 with pseudo-sequence Mamu-B17. The binding affinity (normalized) is 0.336. (6) The peptide sequence is VTDTALAYF. The MHC is HLA-A26:01 with pseudo-sequence HLA-A26:01. The binding affinity (normalized) is 0.0847. (7) The peptide sequence is LPPVVPPLI. The MHC is HLA-B27:03 with pseudo-sequence HLA-B27:03. The binding affinity (normalized) is 0.0847. (8) The peptide sequence is SEQSLRLVDA. The MHC is HLA-B45:01 with pseudo-sequence HLA-B45:01. The binding affinity (normalized) is 0.837. (9) The peptide sequence is KAFSPEVI. The MHC is HLA-B58:02 with pseudo-sequence HLA-B58:02. The binding affinity (normalized) is 0.343.